Dataset: Forward reaction prediction with 1.9M reactions from USPTO patents (1976-2016). Task: Predict the product of the given reaction. (1) Given the reactants Cl[C:2]1[CH:7]=[CH:6][C:5]([N+:8]([O-:10])=[O:9])=[CH:4][C:3]=1[N:11]1[C:15](=[O:16])[N:14]([CH3:17])[N:13]=[N:12]1.[CH:18]1(B(O)O)[CH2:20][CH2:19]1.C1(P(C2CCCCC2)C2CCCCC2)CCCCC1.C(=O)([O-])[O-].[Cs+].[Cs+], predict the reaction product. The product is: [CH:18]1([C:2]2[CH:7]=[CH:6][C:5]([N+:8]([O-:10])=[O:9])=[CH:4][C:3]=2[N:11]2[C:15](=[O:16])[N:14]([CH3:17])[N:13]=[N:12]2)[CH2:20][CH2:19]1. (2) Given the reactants [CH:1]1([C:4]2[CH:12]=[C:11]3[C:7]([C:8]([CH2:19][C:20]4[N:25]=[C:24]([C:26](OCC5C=CC=CC=5)=[O:27])[CH:23]=[CH:22][CH:21]=4)=[C:9]([C:13]4[CH:18]=[CH:17][CH:16]=[CH:15][CH:14]=4)[NH:10]3)=[CH:6][CH:5]=2)[CH2:3][CH2:2]1.[NH3:36], predict the reaction product. The product is: [CH:1]1([C:4]2[CH:12]=[C:11]3[C:7]([C:8]([CH2:19][C:20]4[N:25]=[C:24]([C:26]([NH2:36])=[O:27])[CH:23]=[CH:22][CH:21]=4)=[C:9]([C:13]4[CH:18]=[CH:17][CH:16]=[CH:15][CH:14]=4)[NH:10]3)=[CH:6][CH:5]=2)[CH2:2][CH2:3]1. (3) Given the reactants C(O)(C(F)(F)F)=O.[NH:8]1[C:12](=[O:13])[CH:11]=[CH:10][C:9]1=[O:14].CO[CH2:17][N:18]([CH2:24][C:25]1[CH:30]=[CH:29][CH:28]=[CH:27][CH:26]=1)[CH2:19][Si](C)(C)C, predict the reaction product. The product is: [CH2:24]([N:18]1[CH2:19][CH:10]2[C:9](=[O:14])[NH:8][C:12](=[O:13])[CH:11]2[CH2:17]1)[C:25]1[CH:30]=[CH:29][CH:28]=[CH:27][CH:26]=1.